From a dataset of Catalyst prediction with 721,799 reactions and 888 catalyst types from USPTO. Predict which catalyst facilitates the given reaction. (1) Reactant: [OH-:1].[Ba+2].[OH-:3].O1CCN([C:10](=S)[CH2:11][C:12]2[CH:21]=[C:20]3[C:15]([CH2:16][CH2:17][CH2:18][NH:19]3)=[CH:14][CH:13]=2)CC1. Product: [NH:19]1[C:20]2[C:15](=[CH:14][CH:13]=[C:12]([CH2:11][C:10]([OH:3])=[O:1])[CH:21]=2)[CH2:16][CH2:17][CH2:18]1. The catalyst class is: 8. (2) Reactant: [CH3:1][O:2][C:3]1[CH:8]=[C:7]([N:9]2[CH2:14][CH2:13][N:12]([CH3:15])[CH2:11][CH2:10]2)[CH:6]=[CH:5][C:4]=1[NH:16][C:17]1[N:26]=[C:25]([O:27][C:28]2[CH:33]=[CH:32][CH:31]=[C:30]([N+:34]([O-])=O)[CH:29]=2)[C:24]2[C:19](=[CH:20][CH:21]=[CH:22][CH:23]=2)[N:18]=1. Product: [NH2:34][C:30]1[CH:29]=[C:28]([CH:33]=[CH:32][CH:31]=1)[O:27][C:25]1[C:24]2[C:19](=[CH:20][CH:21]=[CH:22][CH:23]=2)[N:18]=[C:17]([NH:16][C:4]2[CH:5]=[CH:6][C:7]([N:9]3[CH2:10][CH2:11][N:12]([CH3:15])[CH2:13][CH2:14]3)=[CH:8][C:3]=2[O:2][CH3:1])[N:26]=1. The catalyst class is: 29. (3) The catalyst class is: 7. Product: [C:3]([O:7][C:8](=[O:15])[N:9]([CH2:10][CH2:11][O:12][CH2:13][CH3:14])[CH3:16])([CH3:6])([CH3:5])[CH3:4]. Reactant: [H-].[Na+].[C:3]([O:7][C:8](=[O:15])[NH:9][CH2:10][CH2:11][O:12][CH2:13][CH3:14])([CH3:6])([CH3:5])[CH3:4].[CH3:16]I.O. (4) Reactant: [Cl:1][C:2]([Cl:9])([Cl:8])[CH2:3][O:4][C:5](Cl)=[O:6].[C:10]([C:14]1[CH:15]=[C:16]([NH2:31])[N:17]([C:19]2[CH:24]=[CH:23][CH:22]=[C:21]([N:25]3[CH2:30][CH2:29][O:28][CH2:27][CH2:26]3)[CH:20]=2)[N:18]=1)([CH3:13])([CH3:12])[CH3:11].CCN(C(C)C)C(C)C. Product: [Cl:1][C:2]([Cl:9])([Cl:8])[CH2:3][O:4][C:5](=[O:6])[NH:31][C:16]1[N:17]([C:19]2[CH:24]=[CH:23][CH:22]=[C:21]([N:25]3[CH2:30][CH2:29][O:28][CH2:27][CH2:26]3)[CH:20]=2)[N:18]=[C:14]([C:10]([CH3:11])([CH3:12])[CH3:13])[CH:15]=1. The catalyst class is: 20. (5) Reactant: [CH3:1][C@@H:2]1[C:16](=[O:17])[NH:15][C:14]2[CH:18]=[CH:19][CH:20]=[CH:21][C:13]=2[CH:12]=[CH:11][CH2:10][CH2:9][C@H:8]([CH3:22])[C:7](=[O:23])[NH:6][CH2:5][C:4](=[O:24])[NH:3]1. Product: [CH3:1][C@@H:2]1[C:16](=[O:17])[NH:15][C:14]2[CH:18]=[CH:19][CH:20]=[CH:21][C:13]=2[CH2:12][CH2:11][CH2:10][CH2:9][C@H:8]([CH3:22])[C:7](=[O:23])[NH:6][CH2:5][C:4](=[O:24])[NH:3]1. The catalyst class is: 29. (6) Reactant: [Br:1][C:2]1[CH:3]=[C:4]2[C:9](=[CH:10][C:11]=1[O:12][CH2:13][CH3:14])[O:8][C:7]([CH3:16])([CH3:15])[CH2:6][C:5]2=[O:17].S(Cl)([Cl:21])(=O)=O. Product: [Br:1][C:2]1[CH:3]=[C:4]2[C:9](=[C:10]([Cl:21])[C:11]=1[O:12][CH2:13][CH3:14])[O:8][C:7]([CH3:16])([CH3:15])[CH2:6][C:5]2=[O:17]. The catalyst class is: 4. (7) Reactant: C(OC([N:8]1[C:12]2[CH:13]=[C:14]([Cl:19])[CH:15]=[C:16]([CH2:17]O)[C:11]=2[O:10][C:9]1=[O:20])=O)(C)(C)C.[CH2:21]([O:23][C:24](=[O:40])[CH2:25][CH:26]([N:30]1[C:34]2[CH:35]=[CH:36][CH:37]=[CH:38][C:33]=2[NH:32][C:31]1=[O:39])[CH2:27][CH2:28][CH3:29])C.C1(P(C2C=CC=CC=2)C2C=CC=CC=2)C=CC=CC=1.N(C(OC(C)C)=O)=NC(OC(C)C)=O. Product: [CH3:21][O:23][C:24](=[O:40])[CH2:25][CH:26]([N:30]1[C:34]2[CH:35]=[CH:36][CH:37]=[CH:38][C:33]=2[N:32]([CH2:17][C:16]2[C:11]3[O:10][C:9](=[O:20])[NH:8][C:12]=3[CH:13]=[C:14]([Cl:19])[CH:15]=2)[C:31]1=[O:39])[CH2:27][CH2:28][CH3:29]. The catalyst class is: 7. (8) Reactant: [NH2:1][CH2:2][CH2:3][CH2:4][C@H:5]([NH:9][C:10]([C:12]1[S:13][C:14]([CH:17]([C:25]2[CH:30]=[CH:29][C:28]([F:31])=[CH:27][CH:26]=2)[C:18]2[CH:23]=[CH:22][C:21]([F:24])=[CH:20][CH:19]=2)=[CH:15][CH:16]=1)=[O:11])[C:6]([OH:8])=[O:7].[C:32]([OH:38])([C:34]([F:37])([F:36])[F:35])=[O:33].C(O)C.Cl.[C:43](=[NH:46])(O)[CH3:44]. Product: [F:24][C:21]1[CH:22]=[CH:23][C:18]([CH:17]([C:25]2[CH:26]=[CH:27][C:28]([F:31])=[CH:29][CH:30]=2)[C:14]2[S:13][C:12]([C:10]([NH:9][C@@H:5]([CH2:4][CH2:3][CH2:2][NH:1][C:43](=[NH:46])[CH3:44])[C:6]([OH:8])=[O:7])=[O:11])=[CH:16][CH:15]=2)=[CH:19][CH:20]=1.[C:32]([OH:38])([C:34]([F:37])([F:36])[F:35])=[O:33]. The catalyst class is: 424.